This data is from Catalyst prediction with 721,799 reactions and 888 catalyst types from USPTO. The task is: Predict which catalyst facilitates the given reaction. (1) Reactant: [CH2:1]([O:8][C:9]1[CH:10]=[C:11]([CH:13]=[CH:14][C:15]=1[O:16][CH2:17][CH2:18][O:19][CH3:20])[NH2:12])[C:2]1[CH:7]=[CH:6][CH:5]=[CH:4][CH:3]=1.Cl[C:22]1[N:27]=[C:26]([NH:28][C:29]2[CH:30]=[C:31]([NH:35][C:36](=[O:42])[O:37][C:38]([CH3:41])([CH3:40])[CH3:39])[CH:32]=[CH:33][CH:34]=2)[C:25]([F:43])=[CH:24][N:23]=1.CC(O)=O.CCCCCC.C(OCC)(=O)C. Product: [CH2:1]([O:8][C:9]1[CH:10]=[C:11]([NH:12][C:22]2[N:27]=[C:26]([NH:28][C:29]3[CH:30]=[C:31]([NH:35][C:36](=[O:42])[O:37][C:38]([CH3:39])([CH3:40])[CH3:41])[CH:32]=[CH:33][CH:34]=3)[C:25]([F:43])=[CH:24][N:23]=2)[CH:13]=[CH:14][C:15]=1[O:16][CH2:17][CH2:18][O:19][CH3:20])[C:2]1[CH:7]=[CH:6][CH:5]=[CH:4][CH:3]=1. The catalyst class is: 40. (2) Reactant: [C:1]([N:8]1[CH2:12][CH2:11][C@@H:10]([NH2:13])[CH2:9]1)([O:3][C:4]([CH3:7])([CH3:6])[CH3:5])=[O:2].[N:14]1([C:23]2[CH:31]=[CH:30][C:26]([C:27](O)=[O:28])=[CH:25][CH:24]=2)[C:22]2[C:17](=[CH:18][CH:19]=[CH:20][CH:21]=2)[CH:16]=[N:15]1. Product: [N:14]1([C:23]2[CH:31]=[CH:30][C:26]([C:27]([NH:13][C@@H:10]3[CH2:11][CH2:12][N:8]([C:1]([O:3][C:4]([CH3:7])([CH3:6])[CH3:5])=[O:2])[CH2:9]3)=[O:28])=[CH:25][CH:24]=2)[C:22]2[C:17](=[CH:18][CH:19]=[CH:20][CH:21]=2)[CH:16]=[N:15]1. The catalyst class is: 5. (3) Reactant: [NH:1]1[CH2:5][CH2:4][CH2:3][CH2:2]1.Cl[CH2:7][C:8]1[CH:13]=[CH:12][C:11]([C:14]([F:17])([F:16])[F:15])=[CH:10][C:9]=1[N+:18]([O-:20])=[O:19]. Product: [N+:18]([C:9]1[CH:10]=[C:11]([C:14]([F:15])([F:16])[F:17])[CH:12]=[CH:13][C:8]=1[CH2:7][N:1]1[CH2:5][CH2:4][CH2:3][CH2:2]1)([O-:20])=[O:19]. The catalyst class is: 4. (4) Reactant: [Cl:1][C:2]1[CH:21]=[CH:20][C:19]([CH2:22][C@H:23]2[CH2:25][O:24]2)=[CH:18][C:3]=1[C:4]([NH:6][CH2:7][C:8]12[CH2:17][CH:12]3[CH2:13][CH:14]([CH2:16][CH:10]([CH2:11]3)[CH2:9]1)[CH2:15]2)=[O:5].[CH2:26]([NH2:28])[CH3:27].O1CCCC1.Cl. Product: [ClH:1].[Cl:1][C:2]1[CH:21]=[CH:20][C:19]([CH2:22][C@H:23]([OH:24])[CH2:25][NH:28][CH2:26][CH3:27])=[CH:18][C:3]=1[C:4]([NH:6][CH2:7][C:8]12[CH2:15][CH:14]3[CH2:16][CH:10]([CH2:11][CH:12]([CH2:13]3)[CH2:17]1)[CH2:9]2)=[O:5]. The catalyst class is: 4.